Dataset: Full USPTO retrosynthesis dataset with 1.9M reactions from patents (1976-2016). Task: Predict the reactants needed to synthesize the given product. (1) Given the product [C:1]([C:3]1[CH2:4][N:5]([C:10]([O:12][C:13]([CH3:16])([CH3:15])[CH3:14])=[O:11])[CH2:6][CH2:7][C:8]=1[N:30]([CH2:31][C:32]#[N:33])[C:27]1[CH:26]=[CH:25][C:24]([O:17][C:18]2[CH:23]=[CH:22][CH:21]=[CH:20][CH:19]=2)=[CH:29][CH:28]=1)#[N:2], predict the reactants needed to synthesize it. The reactants are: [C:1]([CH:3]1[C:8](=O)[CH2:7][CH2:6][N:5]([C:10]([O:12][C:13]([CH3:16])([CH3:15])[CH3:14])=[O:11])[CH2:4]1)#[N:2].[O:17]([C:24]1[CH:29]=[CH:28][C:27]([NH:30][CH2:31][C:32]#[N:33])=[CH:26][CH:25]=1)[C:18]1[CH:23]=[CH:22][CH:21]=[CH:20][CH:19]=1.CC1C=CC(S(O)(=O)=O)=CC=1. (2) The reactants are: [C:1]([C:3]1[CH:4]=[C:5]([S:10](Cl)(=[O:12])=[O:11])[CH:6]=[CH:7][C:8]=1[F:9])#[N:2].[F:14][C:15]1[CH:16]=[CH:17][C:18]([NH2:21])=[N:19][CH:20]=1.N1C=CC=CC=1. Given the product [C:1]([C:3]1[CH:4]=[C:5]([S:10]([NH:21][C:18]2[CH:17]=[CH:16][C:15]([F:14])=[CH:20][N:19]=2)(=[O:12])=[O:11])[CH:6]=[CH:7][C:8]=1[F:9])#[N:2], predict the reactants needed to synthesize it. (3) Given the product [NH2:24][C:3]1[CH:4]=[C:5]([CH:6]=[CH:7][C:2]=1[Cl:1])[O:8][C:9]1[CH:10]=[CH:11][C:12]2[N:13]([N:15]=[C:16]([NH:18][C:19]([CH:21]3[CH2:23][CH2:22]3)=[O:20])[N:17]=2)[CH:14]=1, predict the reactants needed to synthesize it. The reactants are: [Cl:1][C:2]1[CH:7]=[CH:6][C:5]([O:8][C:9]2[CH:10]=[CH:11][C:12]3[N:13]([N:15]=[C:16]([NH:18][C:19]([CH:21]4[CH2:23][CH2:22]4)=[O:20])[N:17]=3)[CH:14]=2)=[CH:4][C:3]=1[NH:24]C(=O)OC(C)(C)C. (4) Given the product [Cl:42][C:43]1[CH:44]=[C:45]([S:49]([NH:52][C:26](=[O:27])/[C:25](/[CH3:29])=[CH:24]/[C:14]2[CH:15]=[CH:16][C:17]([O:19][CH2:20][CH2:21][O:22][CH3:23])=[CH:18][C:13]=2[O:12][C:3]2[C:2]([Cl:1])=[CH:7][C:6]([C:8]([F:9])([F:11])[F:10])=[CH:5][N:4]=2)(=[O:50])=[O:51])[CH:46]=[CH:47][CH:48]=1, predict the reactants needed to synthesize it. The reactants are: [Cl:1][C:2]1[C:3]([O:12][C:13]2[CH:18]=[C:17]([O:19][CH2:20][CH2:21][O:22][CH3:23])[CH:16]=[CH:15][C:14]=2/[CH:24]=[C:25](\[CH3:29])/[C:26](O)=[O:27])=[N:4][CH:5]=[C:6]([C:8]([F:11])([F:10])[F:9])[CH:7]=1.Cl.C(N=C=NCCCN(C)C)C.[Cl:42][C:43]1[CH:44]=[C:45]([S:49]([NH2:52])(=[O:51])=[O:50])[CH:46]=[CH:47][CH:48]=1.Cl. (5) Given the product [F:1][C:2]([F:20])([F:21])[C:3]1[CH:4]=[C:5]([CH:17]=[CH:18][CH:19]=1)[O:6][C:7]1[CH:8]=[CH:9][C:10]([CH2:13][CH2:14][C:15]#[N:16])=[CH:11][CH:12]=1, predict the reactants needed to synthesize it. The reactants are: [F:1][C:2]([F:21])([F:20])[C:3]1[CH:4]=[C:5]([CH:17]=[CH:18][CH:19]=1)[O:6][C:7]1[CH:12]=[CH:11][C:10]([CH:13]=[CH:14][C:15]#[N:16])=[CH:9][CH:8]=1.[BH4-].[Na+].